From a dataset of Reaction yield outcomes from USPTO patents with 853,638 reactions. Predict the reaction yield, written as a fraction of the theoretical maximum amount of product (1.0 means a 100% yield; for example, 0.34 means a 34% yield). The reactants are C1(P(=O)(C2C=CC=CC=2)C2C=CC=CC=2)C=CC=CC=1.FC(F)(F)S(OS(C(F)(F)F)(=O)=O)(=O)=O.[CH3:36][C:37]1[CH:38]=[C:39]2[C:43](=[C:44]([NH:46][S:47]([C:50]3[S:51][CH:52]=[CH:53][CH:54]=3)(=[O:49])=[O:48])[CH:45]=1)[NH:42][C:41]([C:55]([NH:57][CH2:58][CH2:59][S:60]C(C1C=CC=CC=1)(C1C=CC=CC=1)C1C=CC=CC=1)=O)=[CH:40]2.C(=O)([O-])O.[Na+]. The catalyst is ClCCl. The product is [S:60]1[CH2:59][CH2:58][N:57]=[C:55]1[C:41]1[NH:42][C:43]2[C:39]([CH:40]=1)=[CH:38][C:37]([CH3:36])=[CH:45][C:44]=2[NH:46][S:47]([C:50]1[S:51][CH:52]=[CH:53][CH:54]=1)(=[O:49])=[O:48]. The yield is 0.890.